This data is from Reaction yield outcomes from USPTO patents with 853,638 reactions. The task is: Predict the reaction yield, written as a fraction of the theoretical maximum amount of product (1.0 means a 100% yield; for example, 0.34 means a 34% yield). (1) The reactants are [C:1](OC(=O)C)(=[O:3])[CH3:2].C(N(CC)CC)C.[NH2:15][CH2:16][CH2:17][CH2:18][S:19]([O:22][CH2:23][C:24]([CH3:37])([CH3:36])[C@@H:25]([O:28][CH2:29][C:30]1[CH:35]=[CH:34][CH:33]=[CH:32][CH:31]=1)[CH:26]=[CH2:27])(=[O:21])=[O:20]. The catalyst is CN(C1C=CN=CC=1)C.ClCCl. The product is [C:1]([NH:15][CH2:16][CH2:17][CH2:18][S:19]([O:22][CH2:23][C:24]([CH3:37])([CH3:36])[C@@H:25]([O:28][CH2:29][C:30]1[CH:31]=[CH:32][CH:33]=[CH:34][CH:35]=1)[CH:26]=[CH2:27])(=[O:20])=[O:21])(=[O:3])[CH3:2]. The yield is 0.650. (2) The reactants are [NH2:1][C:2]1[CH:3]=[C:4]([C:8]2[S:12][C:11]([C:13]3[CH:14]=[C:15]4[C:19](=[CH:20][CH:21]=3)[C:18](=[O:22])[N:17]([CH3:23])[CH2:16]4)=[CH:10][CH:9]=2)[CH:5]=[N:6][CH:7]=1.[C:24]([C:28]1[CH:33]=[CH:32][C:31]([S:34](Cl)(=[O:36])=[O:35])=[CH:30][CH:29]=1)([CH3:27])([CH3:26])[CH3:25]. No catalyst specified. The product is [C:24]([C:28]1[CH:33]=[CH:32][C:31]([S:34]([NH:1][C:2]2[CH:7]=[N:6][CH:5]=[C:4]([C:8]3[S:12][C:11]([C:13]4[CH:14]=[C:15]5[C:19](=[CH:20][CH:21]=4)[C:18](=[O:22])[N:17]([CH3:23])[CH2:16]5)=[CH:10][CH:9]=3)[CH:3]=2)(=[O:36])=[O:35])=[CH:30][CH:29]=1)([CH3:27])([CH3:25])[CH3:26]. The yield is 0.310. (3) The product is [NH2:21][CH2:20][C:16]1[CH:15]=[C:14]([CH2:13][C:12]2[CH:11]=[CH:10][C:9]([NH:8][C:6]3[CH:5]=[C:4]([C:24]4[CH:25]=[CH:26][CH:27]=[CH:28][CH:29]=4)[N:3]=[C:2]([NH2:1])[N:7]=3)=[CH:23][CH:22]=2)[CH:19]=[CH:18][N:17]=1. The yield is 0.110. The reactants are [NH2:1][C:2]1[N:7]=[C:6]([NH:8][C:9]2[CH:23]=[CH:22][C:12]([CH2:13][C:14]3[CH:19]=[CH:18][N:17]=[C:16]([C:20]#[N:21])[CH:15]=3)=[CH:11][CH:10]=2)[CH:5]=[C:4]([C:24]2[CH:29]=[CH:28][CH:27]=[CH:26][CH:25]=2)[N:3]=1. The catalyst is CO.Cl.[Pd]. (4) The reactants are [O:1]1[C:5]2[CH:6]=[CH:7][C:8]([C:10]3([C:13]([NH:15][C:16]4[CH:17]=[C:18]5[C:22](=[CH:23][CH:24]=4)[N:21]([CH2:25][CH2:26]Cl)[CH:20]([C:28]([CH3:31])([CH3:30])[CH3:29])[CH2:19]5)=[O:14])[CH2:12][CH2:11]3)=[CH:9][C:4]=2[O:3][CH2:2]1.[C-:32]#[N:33].[Na+]. The catalyst is C(O)C.O. The product is [O:1]1[C:5]2[CH:6]=[CH:7][C:8]([C:10]3([C:13]([NH:15][C:16]4[CH:17]=[C:18]5[C:22](=[CH:23][CH:24]=4)[N:21]([CH2:25][CH2:26][C:32]#[N:33])[CH:20]([C:28]([CH3:31])([CH3:30])[CH3:29])[CH2:19]5)=[O:14])[CH2:12][CH2:11]3)=[CH:9][C:4]=2[O:3][CH2:2]1. The yield is 0.770. (5) The reactants are [CH:1]1([CH2:6][CH:7]([C:11]2[CH:16]=[CH:15][C:14](F)=[C:13]([C:18]([F:21])([F:20])[F:19])[CH:12]=2)[C:8]([OH:10])=[O:9])[CH2:5][CH2:4][CH2:3][CH2:2]1.[CH3:22][S-:23].[Na+].Cl. The catalyst is CN(C)C=O. The product is [CH:1]1([CH2:6][CH:7]([C:11]2[CH:16]=[CH:15][C:14]([S:23][CH3:22])=[C:13]([C:18]([F:21])([F:20])[F:19])[CH:12]=2)[C:8]([OH:10])=[O:9])[CH2:5][CH2:4][CH2:3][CH2:2]1. The yield is 0.834.